From a dataset of Forward reaction prediction with 1.9M reactions from USPTO patents (1976-2016). Predict the product of the given reaction. Given the reactants [NH:1]1[C:9]2[C:4](=[CH:5][CH:6]=[CH:7][CH:8]=2)[C:3]([C:10]([O:12][CH3:13])=[O:11])=[N:2]1.CC(C)([O-])C.[K+].[F:20][C:21]1[CH:28]=[CH:27][C:24]([CH2:25]Br)=[CH:23][CH:22]=1, predict the reaction product. The product is: [F:20][C:21]1[CH:28]=[CH:27][C:24]([CH2:25][N:1]2[C:9]3[C:4](=[CH:5][CH:6]=[CH:7][CH:8]=3)[C:3]([C:10]([O:12][CH3:13])=[O:11])=[N:2]2)=[CH:23][CH:22]=1.